From a dataset of Reaction yield outcomes from USPTO patents with 853,638 reactions. Predict the reaction yield, written as a fraction of the theoretical maximum amount of product (1.0 means a 100% yield; for example, 0.34 means a 34% yield). The product is [Br:4][C:5]1[CH:6]=[C:7]2[N:15]([CH3:16])[CH:14]=[CH:13][C:8]2=[N:9][C:10]=1[CH:11]([NH:12][C:19](=[O:20])[O:21][C:22]([CH3:25])([CH3:24])[CH3:23])[CH3:34]. The yield is 0.680. The catalyst is CCOC(C)=O.C([O-])(O)=O.[Na+].C1COCC1. The reactants are C[Mg]Br.[Br:4][C:5]1[CH:6]=[C:7]2[N:15]([CH3:16])[CH:14]=[CH:13][C:8]2=[N:9][C:10]=1[C:11]#[N:12].[BH4-].[Na+].[C:19](O[C:19]([O:21][C:22]([CH3:25])([CH3:24])[CH3:23])=[O:20])([O:21][C:22]([CH3:25])([CH3:24])[CH3:23])=[O:20].[CH2:34](N(C(C)C)C(C)C)C.